This data is from Full USPTO retrosynthesis dataset with 1.9M reactions from patents (1976-2016). The task is: Predict the reactants needed to synthesize the given product. (1) Given the product [F:9][C:10]1[CH:18]=[CH:17][C:13]([C:14]([N:5]2[CH2:6][CH2:7][CH2:8][C@H:3]([OH:2])[CH2:4]2)=[O:15])=[CH:12][CH:11]=1, predict the reactants needed to synthesize it. The reactants are: Cl.[OH:2][C@H:3]1[CH2:8][CH2:7][CH2:6][NH:5][CH2:4]1.[F:9][C:10]1[CH:18]=[CH:17][C:13]([C:14](O)=[O:15])=[CH:12][CH:11]=1.CCN=C=NCCCN(C)C.Cl.C1C=CC2N(O)N=NC=2C=1.C(N(CC)CC)C. (2) Given the product [C:4]([C:6]1[S:10][C:9]([N:11]2[CH2:16][CH2:15][N:14]([C:17]([O:19][C:20]([CH3:23])([CH3:22])[CH3:21])=[O:18])[CH2:13][CH2:12]2)=[N:8][CH:7]=1)(=[O:3])[NH2:27], predict the reactants needed to synthesize it. The reactants are: C([O:3][C:4]([C:6]1[S:10][C:9]([N:11]2[CH2:16][CH2:15][N:14]([C:17]([O:19][C:20]([CH3:23])([CH3:22])[CH3:21])=[O:18])[CH2:13][CH2:12]2)=[N:8][CH:7]=1)=O)C.[Li+].[OH-].C[N:27](C=O)C.C(Cl)(=O)C(Cl)=O.[NH4+].[OH-]. (3) The reactants are: Br[C:2]1[N:7]=[CH:6][CH:5]=[CH:4][N:3]=1.C(=O)(O)[O-].[Na+].[OH:13][CH2:14][C:15]#[C:16][C:17]1[CH:22]=[CH:21][C:20](B(O)O)=[CH:19][CH:18]=1. Given the product [N:3]1[CH:4]=[CH:5][CH:6]=[N:7][C:2]=1[C:20]1[CH:21]=[CH:22][C:17]([C:16]#[C:15][CH2:14][OH:13])=[CH:18][CH:19]=1, predict the reactants needed to synthesize it. (4) Given the product [C:24]([O:32][C@@H:33]1[CH2:41][C@@H:36]2[O:37][C:38](=[O:40])[CH2:39][C@@H:35]2[C@H:34]1/[CH:42]=[CH:43]/[C@H:44]([C:46]1[S:50][C:49]2[CH:51]=[CH:52][CH:53]=[CH:54][C:48]=2[CH:47]=1)[O:45][Si:10]([C:7]([CH3:9])([CH3:8])[CH3:6])([C:17]1[CH:22]=[CH:21][CH:20]=[CH:19][CH:18]=1)[C:11]1[CH:16]=[CH:15][CH:14]=[CH:13][CH:12]=1)(=[O:31])[C:25]1[CH:30]=[CH:29][CH:28]=[CH:27][CH:26]=1, predict the reactants needed to synthesize it. The reactants are: N1C=CN=C1.[CH3:6][C:7]([Si:10](Cl)([C:17]1[CH:22]=[CH:21][CH:20]=[CH:19][CH:18]=1)[C:11]1[CH:16]=[CH:15][CH:14]=[CH:13][CH:12]=1)([CH3:9])[CH3:8].[C:24]([O:32][C@@H:33]1[CH2:41][C@@H:36]2[O:37][C:38](=[O:40])[CH2:39][C@@H:35]2[C@H:34]1/[CH:42]=[CH:43]/[C@H:44]([C:46]1[S:50][C:49]2[CH:51]=[CH:52][CH:53]=[CH:54][C:48]=2[CH:47]=1)[OH:45])(=[O:31])[C:25]1[CH:30]=[CH:29][CH:28]=[CH:27][CH:26]=1. (5) Given the product [Cl:1][C:2]1[C:3]2[CH2:10][N:11]([C:12]3[CH:21]=[C:20]4[C:15]([CH2:16][CH2:17][CH:18]([C:22]5[C:27]([F:28])=[CH:26][CH:25]=[CH:24][N:23]=5)[O:19]4)=[CH:14][C:13]=3[Cl:29])[C:35](=[O:36])[NH:9][C:4]=2[C:5]([CH3:8])=[N:6][CH:7]=1, predict the reactants needed to synthesize it. The reactants are: [Cl:1][C:2]1[C:3]([CH2:10][NH:11][C:12]2[CH:21]=[C:20]3[C:15]([CH2:16][CH2:17][CH:18]([C:22]4[C:27]([F:28])=[CH:26][CH:25]=[CH:24][N:23]=4)[O:19]3)=[CH:14][C:13]=2[Cl:29])=[C:4]([NH2:9])[C:5]([CH3:8])=[N:6][CH:7]=1.C1N=CN([C:35](N2C=NC=C2)=[O:36])C=1.C1CCN2C(=NCCC2)CC1.O. (6) Given the product [C:1]([O:5][C:6](=[O:21])[NH:7][CH2:8][C:9]1[C:18]2[C:13](=[CH:14][CH:15]=[CH:16][CH:17]=2)[C:12](=[O:19])[N:11]([NH:20][C:31](=[O:32])[CH2:30][C@@H:27]2[CH2:26][CH2:25][C@H:24]3[CH2:29][C@@H:28]2[C:23]3([CH3:22])[CH3:34])[N:10]=1)([CH3:4])([CH3:2])[CH3:3], predict the reactants needed to synthesize it. The reactants are: [C:1]([O:5][C:6](=[O:21])[NH:7][CH2:8][C:9]1[C:18]2[C:13](=[CH:14][CH:15]=[CH:16][CH:17]=2)[C:12](=[O:19])[N:11]([NH2:20])[N:10]=1)([CH3:4])([CH3:3])[CH3:2].[CH3:22][C:23]1([CH3:34])[C@H:28]2[CH2:29][C@@H:24]1[CH2:25][CH2:26][C@H:27]2[CH2:30][C:31](O)=[O:32]. (7) Given the product [C:4]1([CH:7]=[CH:8][C:9]([C:11]2[CH:12]=[CH:13][CH:14]=[CH:15][CH:16]=2)=[O:10])[CH:3]=[CH:2][CH:1]=[CH:6][CH:5]=1, predict the reactants needed to synthesize it. The reactants are: [CH:1]1[CH:2]=[CH:3][C:4]([CH2:7][CH2:8][C:9]([C:11]2[CH:12]=[CH:13][CH:14]=[CH:15][C:16]=2O)=[O:10])=[CH:5][CH:6]=1. (8) Given the product [N:13]1([C:19]2[CH:24]=[CH:23][C:22]([C:25]([F:27])([F:28])[F:26])=[CH:21][C:20]=2[NH:29][C:7]([C:6]2[CH:5]=[C:4]([B:1]([OH:2])[OH:3])[CH:12]=[CH:11][CH:10]=2)=[O:9])[CH2:14][CH2:15][CH2:16][CH2:17][CH2:18]1, predict the reactants needed to synthesize it. The reactants are: [B:1]([C:4]1[CH:5]=[C:6]([CH:10]=[CH:11][CH:12]=1)[C:7]([OH:9])=O)([OH:3])[OH:2].[N:13]1([C:19]2[CH:24]=[CH:23][C:22]([C:25]([F:28])([F:27])[F:26])=[CH:21][C:20]=2[NH2:29])[CH2:18][CH2:17][CH2:16][CH2:15][CH2:14]1.C(Cl)CCl.C1C=CC2N(O)N=NC=2C=1.